This data is from Forward reaction prediction with 1.9M reactions from USPTO patents (1976-2016). The task is: Predict the product of the given reaction. (1) Given the reactants CO[C:3]([C:5]1[C:6]([CH2:11][N:12]2[CH:16]=[CH:15][CH:14]=[C:13]2[CH:17]=[O:18])=[N:7][CH:8]=[CH:9][CH:10]=1)=[O:4].[OH-].[Na+].[C:29]1(P(N=[N+]=[N-])([C:29]2[CH:34]=[CH:33][CH:32]=[CH:31][CH:30]=2)=O)[CH:34]=[CH:33][CH:32]=[CH:31][CH:30]=1.[CH3:38]O, predict the reaction product. The product is: [C:29]1([CH2:38][C:3]([C:5]2[C:6]([CH2:11][N:12]3[CH:16]=[CH:15][CH:14]=[C:13]3[CH:17]=[O:18])=[N:7][CH:8]=[CH:9][CH:10]=2)=[O:4])[CH:30]=[CH:31][CH:32]=[CH:33][CH:34]=1. (2) Given the reactants [CH:1]1([CH2:4][O:5][C:6]2[CH:11]=[C:10]([F:12])[C:9]([O:13][CH3:14])=[CH:8][C:7]=2[C:15]2[C:16]3[NH:23][CH:22]=[C:21]([C:24]([OH:26])=O)[C:17]=3[N:18]=[CH:19][N:20]=2)[CH2:3][CH2:2]1.[C:27]([O:31][C:32]([N:34]1[CH2:38][CH2:37][C@@H:36]([NH2:39])[CH2:35]1)=[O:33])([CH3:30])([CH3:29])[CH3:28], predict the reaction product. The product is: [C:27]([O:31][C:32]([N:34]1[CH2:38][CH2:37][C@@H:36]([NH:39][C:24]([C:21]2[C:17]3[N:18]=[CH:19][N:20]=[C:15]([C:7]4[CH:8]=[C:9]([O:13][CH3:14])[C:10]([F:12])=[CH:11][C:6]=4[O:5][CH2:4][CH:1]4[CH2:2][CH2:3]4)[C:16]=3[NH:23][CH:22]=2)=[O:26])[CH2:35]1)=[O:33])([CH3:30])([CH3:28])[CH3:29]. (3) Given the reactants [NH2:1][C:2]1[CH:28]=[CH:27][C:5]([O:6][C:7]2[CH:12]=[CH:11][N:10]=[C:9]([NH:13][C:14]([N:16]3[CH2:21][CH2:20][CH:19]([CH2:22][N:23]4[CH2:26][CH2:25][CH2:24]4)[CH2:18][CH2:17]3)=[O:15])[CH:8]=2)=[C:4]([F:29])[CH:3]=1.[C:30]1([CH2:36][C:37]([N:39]=[C:40]=[O:41])=[O:38])[CH:35]=[CH:34][CH:33]=[CH:32][CH:31]=1.C(OCC)C, predict the reaction product. The product is: [F:29][C:4]1[CH:3]=[C:2]([NH:1][C:40]([NH:39][C:37](=[O:38])[CH2:36][C:30]2[CH:31]=[CH:32][CH:33]=[CH:34][CH:35]=2)=[O:41])[CH:28]=[CH:27][C:5]=1[O:6][C:7]1[CH:12]=[CH:11][N:10]=[C:9]([NH:13][C:14]([N:16]2[CH2:21][CH2:20][CH:19]([CH2:22][N:23]3[CH2:24][CH2:25][CH2:26]3)[CH2:18][CH2:17]2)=[O:15])[CH:8]=1. (4) Given the reactants [CH3:1][O:2][C:3](=[O:19])[CH2:4][O:5][C:6]1[CH:15]=[CH:14][C:13]([S:16]C#N)=[C:12]2[C:7]=1[CH2:8][CH2:9][CH2:10][O:11]2.SC[C@H]([C@@H](CS)O)O.OP([O-])(O)=O.[K+], predict the reaction product. The product is: [CH3:1][O:2][C:3](=[O:19])[CH2:4][O:5][C:6]1[CH:15]=[CH:14][C:13]([SH:16])=[C:12]2[C:7]=1[CH2:8][CH2:9][CH2:10][O:11]2.